From a dataset of Full USPTO retrosynthesis dataset with 1.9M reactions from patents (1976-2016). Predict the reactants needed to synthesize the given product. Given the product [Cl:37][C:32]1[NH:33][C:34]2[C:35](=[O:36])[N:27]([CH2:26][CH2:25][CH2:24][NH:23][C:6](=[O:7])[O:21][CH2:20][CH2:19][C:15]3[CH:14]=[N:13][CH:18]=[CH:17][CH:16]=3)[C:28](=[O:43])[N:29]([CH2:38][CH2:39][CH2:40][CH2:41][CH3:42])[C:30]=2[N:31]=1, predict the reactants needed to synthesize it. The reactants are: C1N=CN([C:6](N2C=NC=C2)=[O:7])C=1.[N:13]1[CH:18]=[CH:17][CH:16]=[C:15]([CH2:19][CH2:20][OH:21])[CH:14]=1.Cl.[NH2:23][CH2:24][CH2:25][CH2:26][N:27]1[C:35](=[O:36])[C:34]2[NH:33][C:32]([Cl:37])=[N:31][C:30]=2[N:29]([CH2:38][CH2:39][CH2:40][CH2:41][CH3:42])[C:28]1=[O:43].CCN(C(C)C)C(C)C.